Dataset: Catalyst prediction with 721,799 reactions and 888 catalyst types from USPTO. Task: Predict which catalyst facilitates the given reaction. Reactant: [Cl:1][C:2]1[C:3]([N:10]2[CH2:15][CH2:14][N:13]([C:16]3[N:21]=[CH:20][C:19]([C:22]4[CH:23]=[C:24]([CH:39]=[CH:40][CH:41]=4)[CH2:25][N:26]([CH3:38])[C:27](=[O:37])[CH2:28][NH:29][C:30](=[O:36])[O:31][C:32]([CH3:35])([CH3:34])[CH3:33])=[CH:18][N:17]=3)[CH2:12][CH2:11]2)=[N:4][CH:5]=[C:6]([CH2:8][OH:9])[CH:7]=1. Product: [Cl:1][C:2]1[C:3]([N:10]2[CH2:11][CH2:12][N:13]([C:16]3[N:17]=[CH:18][C:19]([C:22]4[CH:23]=[C:24]([CH:39]=[CH:40][CH:41]=4)[CH2:25][N:26]([CH3:38])[C:27](=[O:37])[CH2:28][NH:29][C:30](=[O:36])[O:31][C:32]([CH3:34])([CH3:35])[CH3:33])=[CH:20][N:21]=3)[CH2:14][CH2:15]2)=[N:4][CH:5]=[C:6]([CH:8]=[O:9])[CH:7]=1. The catalyst class is: 327.